Dataset: Catalyst prediction with 721,799 reactions and 888 catalyst types from USPTO. Task: Predict which catalyst facilitates the given reaction. (1) Reactant: [NH2:1][CH2:2][C@H:3]1[CH2:8][CH2:7][CH2:6][N:5]([C:9]2[C:18]3[C:13](=[CH:14][C:15]([CH3:19])=[CH:16][CH:17]=3)[N:12]=[C:11]([C:20]3[CH:25]=[CH:24][CH:23]=[CH:22][C:21]=3[OH:26])[N:10]=2)[CH2:4]1.C(N(CC)CC)C.Cl[C:35]([O:37][C@H:38]1[CH2:42][CH2:41][O:40][CH2:39]1)=[O:36]. Product: [OH:26][C:21]1[CH:22]=[CH:23][CH:24]=[CH:25][C:20]=1[C:11]1[N:10]=[C:9]([N:5]2[CH2:6][CH2:7][CH2:8][C@H:3]([CH2:2][NH:1][C:35](=[O:36])[O:37][C@H:38]3[CH2:42][CH2:41][O:40][CH2:39]3)[CH2:4]2)[C:18]2[C:13](=[CH:14][C:15]([CH3:19])=[CH:16][CH:17]=2)[N:12]=1. The catalyst class is: 3. (2) Reactant: [C:1]([O:5][C:6]([N:8]1[CH2:13][CH2:12][CH2:11][CH:10]([C:14]([O:16][CH2:17][CH3:18])=[O:15])[CH2:9]1)=[O:7])([CH3:4])([CH3:3])[CH3:2].C[Si](C)(C)[N-][Si](C)(C)C.[Na+].[CH2:29](Br)[C:30]1[CH:35]=[CH:34][CH:33]=[CH:32][CH:31]=1. Product: [C:1]([O:5][C:6]([N:8]1[CH2:13][CH2:12][CH2:11][C:10]([C:14]([O:16][CH2:17][CH3:18])=[O:15])([CH2:29][C:30]2[CH:35]=[CH:34][CH:33]=[CH:32][CH:31]=2)[CH2:9]1)=[O:7])([CH3:4])([CH3:3])[CH3:2]. The catalyst class is: 182. (3) Reactant: [CH:1]1([N:4]2[CH2:9][CH2:8][N:7]([C:10]3[O:11][C:12]4[CH:18]=[CH:17][C:16]([CH:19]=O)=[CH:15][C:13]=4[N:14]=3)[CH2:6][CH2:5]2)[CH2:3][CH2:2]1.[NH:21]1[CH2:25][CH2:24][CH2:23][CH2:22]1.C(O)(=O)C.[BH3-]C#N.[Na+]. Product: [CH:1]1([N:4]2[CH2:9][CH2:8][N:7]([C:10]3[O:11][C:12]4[CH:18]=[CH:17][C:16]([CH2:19][N:21]5[CH2:25][CH2:24][CH2:23][CH2:22]5)=[CH:15][C:13]=4[N:14]=3)[CH2:6][CH2:5]2)[CH2:3][CH2:2]1. The catalyst class is: 92. (4) Reactant: [C:1]([O:5][C:6]([NH:8][C@H:9]([C:12]1[N:21]=[CH:20][C:19]([Cl:22])=[CH:18][C:13]=1[C:14](OC)=[O:15])[CH2:10][CH3:11])=[O:7])([CH3:4])([CH3:3])[CH3:2].[BH4-].[Na+].[Cl-].[Ca+2].[Cl-].C(OCC)(=O)C. Product: [Cl:22][C:19]1[CH:18]=[C:13]([CH2:14][OH:15])[C:12]([C@@H:9]([NH:8][C:6](=[O:7])[O:5][C:1]([CH3:2])([CH3:3])[CH3:4])[CH2:10][CH3:11])=[N:21][CH:20]=1. The catalyst class is: 8. (5) Reactant: C[O:2][C:3]1[CH:8]=[CH:7][C:6]([CH2:9][O:10][C:11]2[CH:16]=[CH:15][CH:14]=[CH:13][CH:12]=2)=[CH:5][N:4]=1.Br[CH2:18][C:19]1[CH:24]=[CH:23][C:22]([F:25])=[C:21]([F:26])[CH:20]=1. Product: [F:26][C:21]1[CH:20]=[C:19]([CH:24]=[CH:23][C:22]=1[F:25])[CH2:18][N:4]1[CH:5]=[C:6]([CH2:9][O:10][C:11]2[CH:16]=[CH:15][CH:14]=[CH:13][CH:12]=2)[CH:7]=[CH:8][C:3]1=[O:2]. The catalyst class is: 3. (6) Reactant: [NH2:1][C:2]1[CH:3]=[N:4][CH:5]=[CH:6][C:7]=1[N:8]1[CH2:13][C@H:12]([CH3:14])[CH2:11][C@H:10]([NH:15][C:16](=[O:22])[O:17][C:18]([CH3:21])([CH3:20])[CH3:19])[CH2:9]1.[CH3:23][CH:24]1[CH2:26][CH:25]1[C:27]1[O:38][C:30]2=[N:31][C:32]([C:35](O)=[O:36])=[CH:33][CH:34]=[C:29]2[CH:28]=1.CCN(C(C)C)C(C)C.CN(C(ON1N=NC2C=CC=NC1=2)=[N+](C)C)C.F[P-](F)(F)(F)(F)F. Product: [CH3:14][C@H:12]1[CH2:13][N:8]([C:7]2[CH:6]=[CH:5][N:4]=[CH:3][C:2]=2[NH:1][C:35]([C:32]2[N:31]=[C:30]3[O:38][C:27]([CH:25]4[CH2:26][CH:24]4[CH3:23])=[CH:28][C:29]3=[CH:34][CH:33]=2)=[O:36])[CH2:9][C@@H:10]([NH:15][C:16](=[O:22])[O:17][C:18]([CH3:21])([CH3:20])[CH3:19])[CH2:11]1. The catalyst class is: 3. (7) Reactant: NCC(O)=O.[Cl:6][C:7]1[CH:8]=[C:9]([CH2:14][NH:15][C:16]([C:18]2[C:23]([OH:24])=[CH:22][C:21](=[O:25])[N:20]([CH2:26][C:27]3[CH:32]=[CH:31][C:30]([C:33]([F:36])([F:35])[F:34])=[CH:29][C:28]=3[F:37])[CH:19]=2)=[O:17])[CH:10]=[CH:11][C:12]=1[Cl:13].CCN(C(C)C)C(C)C.[O:47]=[C:48]=[N:49][CH2:50][C:51]([O:53]CC)=[O:52]. Product: [Cl:6][C:7]1[CH:8]=[C:9]([CH2:14][NH:15][C:16]([C:18]2[C:23]([OH:24])=[C:22]([C:48]([NH:49][CH2:50][C:51]([OH:53])=[O:52])=[O:47])[C:21](=[O:25])[N:20]([CH2:26][C:27]3[CH:32]=[CH:31][C:30]([C:33]([F:35])([F:36])[F:34])=[CH:29][C:28]=3[F:37])[CH:19]=2)=[O:17])[CH:10]=[CH:11][C:12]=1[Cl:13]. The catalyst class is: 22. (8) Reactant: [S:1]1[CH2:6][CH2:5][CH2:4][S:3][CH:2]1[C:7]([O:9][C:10]([CH3:13])([CH3:12])[CH3:11])=[O:8].I[CH2:15][CH2:16][O:17][CH3:18].CC(C)([O-])C.[K+].[Cl-].[NH4+]. Product: [CH3:18][O:17][CH2:16][CH2:15][C:2]1([C:7]([O:9][C:10]([CH3:13])([CH3:12])[CH3:11])=[O:8])[S:3][CH2:4][CH2:5][CH2:6][S:1]1. The catalyst class is: 9. (9) Reactant: [NH:1]1[CH2:8][CH2:7][CH2:6][C@H:2]1[C:3]([OH:5])=[O:4].[C:9]1([S:15](Cl)(=[O:17])=[O:16])[CH:14]=[CH:13][CH:12]=[CH:11][CH:10]=1.Cl. Product: [C:9]1([S:15]([N:1]2[CH2:8][CH2:7][CH2:6][C@H:2]2[C:3]([OH:5])=[O:4])(=[O:17])=[O:16])[CH:14]=[CH:13][CH:12]=[CH:11][CH:10]=1. The catalyst class is: 74.